This data is from Catalyst prediction with 721,799 reactions and 888 catalyst types from USPTO. The task is: Predict which catalyst facilitates the given reaction. (1) Reactant: Cl[C:2]1[CH:3]=[C:4]([NH:11][C:12]2[C:17]([F:18])=[CH:16][CH:15]=[CH:14][C:13]=2[F:19])[C:5]2[N:6]([CH:8]=[CH:9][N:10]=2)[N:7]=1.[NH2:20][C@H:21]1[CH2:26][CH2:25][C@H:24]([NH2:27])[CH2:23][CH2:22]1. Product: [NH2:20][C@H:21]1[CH2:26][CH2:25][C@H:24]([NH:27][C:2]2[CH:3]=[C:4]([NH:11][C:12]3[C:17]([F:18])=[CH:16][CH:15]=[CH:14][C:13]=3[F:19])[C:5]3[N:6]([CH:8]=[CH:9][N:10]=3)[N:7]=2)[CH2:23][CH2:22]1. The catalyst class is: 6. (2) Reactant: C([O:5][C:6]([CH:8]1[NH:12][CH:11]([CH2:13][C:14]([CH3:17])([CH3:16])[CH3:15])[C:10]2([C:25]3[C:20](=[CH:21][C:22]([Br:26])=[CH:23][CH:24]=3)[NH:19][C:18]2=[O:27])[CH:9]1[C:28]1[CH:33]=[CH:32][CH:31]=[C:30]([Cl:34])[C:29]=1[F:35])=[O:7])(C)(C)C.[F:36][C:37]([F:42])([F:41])[C:38]([OH:40])=[O:39]. Product: [F:36][C:37]([F:42])([F:41])[C:38]([OH:40])=[O:39].[Br:26][C:22]1[CH:21]=[C:20]2[NH:19][C:18](=[O:27])[C:10]3([CH:9]([C:28]4[CH:33]=[CH:32][CH:31]=[C:30]([Cl:34])[C:29]=4[F:35])[CH:8]([C:6]([OH:7])=[O:5])[NH:12][CH:11]3[CH2:13][C:14]([CH3:16])([CH3:15])[CH3:17])[C:25]2=[CH:24][CH:23]=1. The catalyst class is: 4. (3) Reactant: [CH:1]([C:3]1[C:8]([OH:9])=[CH:7][CH:6]=[CH:5][C:4]=1[NH:10][C:11](=[O:17])[O:12][C:13]([CH3:16])([CH3:15])[CH3:14])=[O:2].[Cl-].Cl[CH2:20][C:21]1[C:22]([C:27]2[N:31]([CH:32]([CH3:34])[CH3:33])[N:30]=[CH:29][CH:28]=2)=[NH+:23][CH:24]=[CH:25][CH:26]=1.C(=O)([O-])[O-].[K+].[K+].O. Product: [CH:1]([C:3]1[C:8]([O:9][CH2:20][C:21]2[C:22]([C:27]3[N:31]([CH:32]([CH3:34])[CH3:33])[N:30]=[CH:29][CH:28]=3)=[N:23][CH:24]=[CH:25][CH:26]=2)=[CH:7][CH:6]=[CH:5][C:4]=1[NH:10][C:11](=[O:17])[O:12][C:13]([CH3:14])([CH3:16])[CH3:15])=[O:2]. The catalyst class is: 39. (4) Reactant: Cl[C:2]1[N:10]=[CH:9][N:8]=[C:7]2[C:3]=1[N:4]=[C:5]([C:18]1[CH:23]=[CH:22][CH:21]=[CH:20][C:19]=1[Cl:24])[N:6]2[C:11]1[CH:16]=[CH:15][C:14]([Cl:17])=[CH:13][CH:12]=1.FC(F)(F)C([O-])=O.[C:32]([C:35]1([C:41]2[CH:46]=[CH:45][CH:44]=[CH:43][CH:42]=2)[CH2:40][CH2:39][NH2+:38][CH2:37][CH2:36]1)(=[O:34])[NH2:33].C(N(CC)CC)C. Product: [Cl:24][C:19]1[CH:20]=[CH:21][CH:22]=[CH:23][C:18]=1[C:5]1[N:6]([C:11]2[CH:16]=[CH:15][C:14]([Cl:17])=[CH:13][CH:12]=2)[C:7]2[C:3]([N:4]=1)=[C:2]([N:38]1[CH2:37][CH2:36][C:35]([C:41]3[CH:42]=[CH:43][CH:44]=[CH:45][CH:46]=3)([C:32]([NH2:33])=[O:34])[CH2:40][CH2:39]1)[N:10]=[CH:9][N:8]=2. The catalyst class is: 8. (5) The catalyst class is: 16. Product: [N:42]([CH2:2][CH2:3][CH2:4][S:5]([O:8][CH2:9][C:10]([CH3:41])([CH3:40])[C@@H:11]([O:32][CH2:33][C:34]1[CH:39]=[CH:38][CH:37]=[CH:36][CH:35]=1)[C:12]([O:14][CH2:15][CH2:16][O:17][C:18](=[O:31])[C:19]([CH3:30])([CH3:29])[CH2:20][O:21][CH2:22][C:23]1[CH:28]=[CH:27][CH:26]=[CH:25][CH:24]=1)=[O:13])(=[O:7])=[O:6])=[N+:43]=[N-:44]. Reactant: Cl[CH2:2][CH2:3][CH2:4][S:5]([O:8][CH2:9][C:10]([CH3:41])([CH3:40])[C@@H:11]([O:32][CH2:33][C:34]1[CH:39]=[CH:38][CH:37]=[CH:36][CH:35]=1)[C:12]([O:14][CH2:15][CH2:16][O:17][C:18](=[O:31])[C:19]([CH3:30])([CH3:29])[CH2:20][O:21][CH2:22][C:23]1[CH:28]=[CH:27][CH:26]=[CH:25][CH:24]=1)=[O:13])(=[O:7])=[O:6].[N-:42]=[N+:43]=[N-:44].[Na+]. (6) Reactant: [C:1]([C:3]1[CH:4]=[C:5]2[C:13](=[CH:14][CH:15]=1)[N:12]([CH2:16][C:17]1[CH:22]=[CH:21][CH:20]=[C:19]([F:23])[CH:18]=1)[C:11]1[CH2:10][CH2:9][CH:8]([NH:24][C:25](=[O:29])[CH:26]([CH3:28])[CH3:27])[CH2:7][C:6]2=1)#N.C(O)=[O:31]. Product: [F:23][C:19]1[CH:18]=[C:17]([CH:22]=[CH:21][CH:20]=1)[CH2:16][N:12]1[C:11]2[CH2:10][CH2:9][CH:8]([NH:24][C:25](=[O:29])[CH:26]([CH3:27])[CH3:28])[CH2:7][C:6]=2[C:5]2[C:13]1=[CH:14][CH:15]=[C:3]([CH:1]=[O:31])[CH:4]=2. The catalyst class is: 5. (7) Product: [F:37][C:38]([F:43])([F:42])[C:39]([OH:41])=[O:40].[C:1]1([C:7]2[O:11][C:10]([C:12]3[N:16]([C:17]4[CH:18]=[C:19]([CH:34]=[CH:35][CH:36]=4)[CH2:20][NH:21][C:22](=[O:33])[C@@H:23]([NH2:25])[CH3:24])[CH:15]=[N:14][CH:13]=3)=[N:9][N:8]=2)[CH:2]=[CH:3][CH:4]=[CH:5][CH:6]=1. Reactant: [C:1]1([C:7]2[O:11][C:10]([C:12]3[N:16]([C:17]4[CH:18]=[C:19]([CH:34]=[CH:35][CH:36]=4)[CH2:20][NH:21][C:22](=[O:33])[C@@H:23]([NH:25]C(=O)OC(C)(C)C)[CH3:24])[CH:15]=[N:14][CH:13]=3)=[N:9][N:8]=2)[CH:6]=[CH:5][CH:4]=[CH:3][CH:2]=1.[F:37][C:38]([F:43])([F:42])[C:39]([OH:41])=[O:40]. The catalyst class is: 4. (8) Reactant: [CH2:1]([O:3][C:4](=[O:9])[C:5](=O)[CH2:6]Br)[CH3:2].[NH2:10][C:11]1[CH:16]=[CH:15][C:14]([I:17])=[CH:13][N:12]=1. Product: [CH2:1]([O:3][C:4]([C:5]1[N:10]=[C:11]2[CH:16]=[CH:15][C:14]([I:17])=[CH:13][N:12]2[CH:6]=1)=[O:9])[CH3:2]. The catalyst class is: 10. (9) The catalyst class is: 5. Product: [C@@H:6]1([O:24][C:25]2[C:30]3[C:31]([CH2:34][CH2:35][C:36]4[CH:41]=[CH:40][CH:39]=[CH:38][CH:37]=4)=[CH:32][O:33][C:29]=3[CH:28]=[C:27]([OH:42])[CH:26]=2)[O:7][C@H:8]([CH2:19][OH:20])[C@@H:9]([OH:15])[C@H:10]([OH:11])[C@H:5]1[OH:4]. Reactant: C([O:4][C@@H:5]1[C@@H:10]([O:11]C(=O)C)[C@H:9]([O:15]C(=O)C)[C@@H:8]([CH2:19][O:20]C(=O)C)[O:7][C@H:6]1[O:24][C:25]1[C:30]2[C:31]([CH2:34][CH2:35][C:36]3[CH:41]=[CH:40][CH:39]=[CH:38][CH:37]=3)=[CH:32][O:33][C:29]=2[CH:28]=[C:27]([OH:42])[CH:26]=1)(=O)C.C[O-].[Na+]. (10) Reactant: C(OC(=O)[NH:5][CH2:6][C@@H:7]1[CH2:11][CH2:10][N:9]([CH2:12][CH2:13][C:14]2[C:23]3[C:18](=[CH:19][CH:20]=[C:21]([O:24][CH3:25])[N:22]=3)[N:17]=[CH:16][CH:15]=2)[CH2:8]1)C.C(=O)([O-])[O-].[K+].[K+]. Product: [CH3:25][O:24][C:21]1[N:22]=[C:23]2[C:18](=[CH:19][CH:20]=1)[N:17]=[CH:16][CH:15]=[C:14]2[CH2:13][CH2:12][N:9]1[CH2:10][CH2:11][C@@H:7]([CH2:6][NH2:5])[CH2:8]1. The catalyst class is: 24.